From a dataset of Full USPTO retrosynthesis dataset with 1.9M reactions from patents (1976-2016). Predict the reactants needed to synthesize the given product. Given the product [NH2:35][C:33]1[CH:34]=[C:29]([CH2:28][CH2:27][CH2:26][CH2:25][O:24][CH2:23][CH2:22][CH2:21][CH2:20][CH2:19][CH2:18][N:14]2[CH2:13][C@@H:12]([C:10]3[CH:9]=[CH:8][C:6]4[O:7][C:2]([CH3:1])([CH3:39])[O:3][CH2:4][C:5]=4[CH:11]=3)[O:16][C:15]2=[O:17])[CH:30]=[C:31]([CH3:38])[CH:32]=1, predict the reactants needed to synthesize it. The reactants are: [CH3:1][C:2]1([CH3:39])[O:7][C:6]2[CH:8]=[CH:9][C:10]([C@H:12]3[O:16][C:15](=[O:17])[N:14]([CH2:18][CH2:19][CH2:20][CH2:21][CH2:22][CH2:23][O:24][CH2:25][CH2:26][C:27]#[C:28][C:29]4[CH:34]=[C:33]([N+:35]([O-])=O)[CH:32]=[C:31]([CH3:38])[CH:30]=4)[CH2:13]3)=[CH:11][C:5]=2[CH2:4][O:3]1.